Dataset: Forward reaction prediction with 1.9M reactions from USPTO patents (1976-2016). Task: Predict the product of the given reaction. (1) Given the reactants N1C2C(=NC=CC=2)N([N:10]2[C:14](/[CH:15]=[C:16]3\[C:17](=[O:26])[NH:18][C:19]4[C:24]\3=[CH:23][C:22]([F:25])=[CH:21][CH:20]=4)=[C:13]([CH3:27])[C:12]([C:28]([O-])=[O:29])=[C:11]2[CH3:31])N=1.CN([CH:35]=[O:36])C, predict the reaction product. The product is: [O:36]=[C:35]1[CH2:16][CH2:15][CH:14]([NH:10][C:28]([C:12]2[C:13]([CH3:27])=[C:14](/[CH:15]=[C:16]3\[C:17](=[O:26])[NH:18][C:19]4[C:24]\3=[CH:23][C:22]([F:25])=[CH:21][CH:20]=4)[NH:10][C:11]=2[CH3:31])=[O:29])[CH2:13][CH2:12]1. (2) Given the reactants [NH2:1][CH:2]([C:5]1[CH:10]=[CH:9][CH:8]=[C:7]([Br:11])[CH:6]=1)[C:3]#[N:4].F[B-](F)(F)F.[CH2:17]([O:19][C:20](=[O:25])[CH:21](SC)[NH3+:22])[CH3:18], predict the reaction product. The product is: [NH2:4][C:3]1[NH:22][C:21]([C:20]([O:19][CH2:17][CH3:18])=[O:25])=[N:1][C:2]=1[C:5]1[CH:10]=[CH:9][CH:8]=[C:7]([Br:11])[CH:6]=1. (3) Given the reactants Br[C:2]1[CH:3]=[CH:4][C:5]2[CH:16]=[CH:15][C:9]3=[N:10][CH:11]=[C:12]([Cl:14])[CH:13]=[C:8]3[C:7](=[O:17])[C:6]=2[CH:18]=1.C1(P(C2C=CC=CC=2)C2C=CC3C(=CC=CC=3)C=2C2C3C(=CC=CC=3)C=CC=2P(C2C=CC=CC=2)C2C=CC=CC=2)C=CC=CC=1.CC(C)([O-])C.[Na+].[CH3:71][O:72][C:73]1[CH:80]=[C:79]([O:81][CH3:82])[CH:78]=[CH:77][C:74]=1[CH2:75][NH2:76], predict the reaction product. The product is: [Cl:14][C:12]1[CH:13]=[C:8]2[C:7](=[O:17])[C:6]3[CH:18]=[C:2]([NH:76][CH2:75][C:74]4[CH:77]=[CH:78][C:79]([O:81][CH3:82])=[CH:80][C:73]=4[O:72][CH3:71])[CH:3]=[CH:4][C:5]=3[CH:16]=[CH:15][C:9]2=[N:10][CH:11]=1. (4) The product is: [C:2]1([C:1]2[O:9][CH2:12][CH2:11][N:10]=2)[CH:3]=[CH:4][CH:5]=[CH:6][CH:7]=1. Given the reactants [C:1]([OH:9])(=O)[C:2]1[CH:7]=[CH:6][CH:5]=[CH:4][CH:3]=1.[NH2:10][CH2:11][CH2:12]O, predict the reaction product.